From a dataset of Reaction yield outcomes from USPTO patents with 853,638 reactions. Predict the reaction yield, written as a fraction of the theoretical maximum amount of product (1.0 means a 100% yield; for example, 0.34 means a 34% yield). (1) The reactants are [Cl:1][C:2]1[CH:7]=[C:6]([N+:8]([O-:10])=[O:9])[C:5]([CH3:11])=[CH:4][C:3]=1[Cl:12].CN(C(OC)[O:17]C)C. The catalyst is CN(C=O)C.CN(C=O)C.O. The product is [Cl:1][C:2]1[C:3]([Cl:12])=[CH:4][C:5]([CH:11]=[O:17])=[C:6]([N+:8]([O-:10])=[O:9])[CH:7]=1. The yield is 0.230. (2) The reactants are Br[C:2]1[N:7]=[CH:6][C:5]2[CH:8]=[CH:9][NH:10][C:4]=2[CH:3]=1.[CH2:11]([O:13][C:14]([C:16]1[CH:17]=[C:18](B(O)O)[CH:19]=[CH:20][CH:21]=1)=[O:15])[CH3:12]. No catalyst specified. The product is [NH:10]1[C:4]2[CH:3]=[C:2]([C:20]3[CH:21]=[C:16]([CH:17]=[CH:18][CH:19]=3)[C:14]([O:13][CH2:11][CH3:12])=[O:15])[N:7]=[CH:6][C:5]=2[CH2:8][CH2:9]1. The yield is 0.740. (3) The yield is 0.523. The product is [Cl:12][C:8]1[CH:7]=[C:6]2[C:11]([C:2]([C:17]3[CH:18]=[CH:19][C:20]([O:22][CH3:23])=[CH:21][C:16]=3[F:15])=[CH:3][C:4]([C:13]#[N:14])=[N:5]2)=[CH:10][CH:9]=1. The catalyst is CCOC(C)=O.C1C=CC([P]([Pd]([P](C2C=CC=CC=2)(C2C=CC=CC=2)C2C=CC=CC=2)([P](C2C=CC=CC=2)(C2C=CC=CC=2)C2C=CC=CC=2)[P](C2C=CC=CC=2)(C2C=CC=CC=2)C2C=CC=CC=2)(C2C=CC=CC=2)C2C=CC=CC=2)=CC=1. The reactants are Cl[C:2]1[C:11]2[C:6](=[CH:7][C:8]([Cl:12])=[CH:9][CH:10]=2)[N:5]=[C:4]([C:13]#[N:14])[CH:3]=1.[F:15][C:16]1[CH:21]=[C:20]([O:22][CH3:23])[CH:19]=[CH:18][C:17]=1B(O)O.C(=O)([O-])[O-].[Na+].[Na+].C1(C)C=CC=CC=1. (4) The catalyst is CCCCCC.CN(C=O)C. The product is [Br:14][CH2:15][CH2:16][C:7]([CH3:13])([S:4]([CH3:3])(=[O:5])=[O:6])[C:8]([O:10][CH2:11][CH3:12])=[O:9]. The yield is 0.500. The reactants are [H-].[Na+].[CH3:3][S:4]([CH:7]([CH3:13])[C:8]([O:10][CH2:11][CH3:12])=[O:9])(=[O:6])=[O:5].[Br:14][CH2:15][CH2:16]Br.